This data is from Full USPTO retrosynthesis dataset with 1.9M reactions from patents (1976-2016). The task is: Predict the reactants needed to synthesize the given product. (1) Given the product [C:1]([NH:5][C:6]1[N:11]=[C:10]([S:12][CH3:13])[C:9]([C:14]([NH2:15])=[O:16])=[CH:8][N:7]=1)([CH3:4])([CH3:2])[CH3:3], predict the reactants needed to synthesize it. The reactants are: [C:1]([NH:5][C:6]1[N:11]=[C:10]([S:12][CH3:13])[C:9]([C:14]#[N:15])=[CH:8][N:7]=1)([CH3:4])([CH3:3])[CH3:2].[OH-:16].[Na+].OO.O. (2) Given the product [NH:21]1[C:29]2[C:24](=[CH:25][C:26]([C:2]3[C:11]([N:12]([CH:14]([CH3:16])[CH3:15])[CH3:13])=[N:10][C:9]4[C:4](=[CH:5][CH:6]=[C:7]([C:17]([O:19][CH3:20])=[O:18])[CH:8]=4)[N:3]=3)=[CH:27][CH:28]=2)[CH:23]=[N:22]1, predict the reactants needed to synthesize it. The reactants are: Cl[C:2]1[C:11]([N:12]([CH:14]([CH3:16])[CH3:15])[CH3:13])=[N:10][C:9]2[C:4](=[CH:5][CH:6]=[C:7]([C:17]([O:19][CH3:20])=[O:18])[CH:8]=2)[N:3]=1.[NH:21]1[C:29]2[C:24](=[CH:25][C:26](B(O)O)=[CH:27][CH:28]=2)[CH:23]=[N:22]1.[O-]P([O-])([O-])=O.[K+].[K+].[K+]. (3) Given the product [C:12]([C:8]1[CH:9]=[C:10]2[C:5]([N:4]=[C:3]([N:14]3[CH2:19][CH2:18][N:17]([C:20]([O:22][C:23]([CH3:26])([CH3:25])[CH3:24])=[O:21])[CH2:16][CH2:15]3)[C:2]3[N:11]2[N:27]=[N:28][N:29]=3)=[CH:6][CH:7]=1)#[N:13], predict the reactants needed to synthesize it. The reactants are: Cl[C:2]1[C:3]([N:14]2[CH2:19][CH2:18][N:17]([C:20]([O:22][C:23]([CH3:26])([CH3:25])[CH3:24])=[O:21])[CH2:16][CH2:15]2)=[N:4][C:5]2[C:10]([N:11]=1)=[CH:9][C:8]([C:12]#[N:13])=[CH:7][CH:6]=2.[N-:27]=[N+:28]=[N-:29].[Na+].C(O)C.O. (4) Given the product [F:20][C:19]([F:22])([F:21])[C:18]([NH:1][CH2:2][CH2:3][CH2:4][CH2:5][CH2:6][CH2:7][CH2:8][CH2:9][CH2:10][CH2:11][CH2:12][CH2:13][OH:14])=[O:17], predict the reactants needed to synthesize it. The reactants are: [NH2:1][CH2:2][CH2:3][CH2:4][CH2:5][CH2:6][CH2:7][CH2:8][CH2:9][CH2:10][CH2:11][CH2:12][CH2:13][OH:14].C([O:17][C:18](=O)[C:19]([F:22])([F:21])[F:20])C. (5) The reactants are: C(N1[C:12]2[C:7](=[CH:8][CH:9]=[CH:10][CH:11]=2)[C:6](=O)[C:5]1=O)CC.[Cl:15][C:16]1[CH:17]=[C:18]2[C:22](=[CH:23][CH:24]=1)[NH:21][C:20](=[O:25])[C:19]2=[O:26].C1C=CC(CCBr)=CC=1. Given the product [Cl:15][C:16]1[CH:17]=[C:18]2[C:22](=[CH:23][CH:24]=1)[N:21]([CH2:5][CH2:6][C:7]1[CH:12]=[CH:11][CH:10]=[CH:9][CH:8]=1)[C:20](=[O:25])[C:19]2=[O:26], predict the reactants needed to synthesize it.